Dataset: Full USPTO retrosynthesis dataset with 1.9M reactions from patents (1976-2016). Task: Predict the reactants needed to synthesize the given product. (1) The reactants are: [C:1]([NH:6][NH:7][C:8]([C:10]1[CH:11]=[CH:12][C:13]([C:16]([O:18][CH2:19][CH3:20])=[O:17])=[N:14][CH:15]=1)=[O:9])(=[O:5])[CH:2]([CH3:4])[CH3:3]. Given the product [C:1]([NH:6][NH:7][C:8]([C@H:10]1[CH2:15][NH:14][C@@H:13]([C:16]([O:18][CH2:19][CH3:20])=[O:17])[CH2:12][CH2:11]1)=[O:9])(=[O:5])[CH:2]([CH3:4])[CH3:3], predict the reactants needed to synthesize it. (2) Given the product [CH3:21][O:20][C:17]1[CH:18]=[CH:19][C:14]([CH2:13][NH:12][C:7]2[C:6]([N:22]3[CH2:27][CH2:26][O:25][CH2:24][C@H:23]3[CH3:28])=[CH:5][C:4]3[C:9](=[CH:10][CH:11]=[C:2]([B:29]4[O:33][C:32]([CH3:35])([CH3:34])[C:31]([CH3:37])([CH3:36])[O:30]4)[CH:3]=3)[N:8]=2)=[CH:15][CH:16]=1, predict the reactants needed to synthesize it. The reactants are: Br[C:2]1[CH:3]=[C:4]2[C:9](=[CH:10][CH:11]=1)[N:8]=[C:7]([NH:12][CH2:13][C:14]1[CH:19]=[CH:18][C:17]([O:20][CH3:21])=[CH:16][CH:15]=1)[C:6]([N:22]1[CH2:27][CH2:26][O:25][CH2:24][C@H:23]1[CH3:28])=[CH:5]2.[B:29]1([B:29]2[O:33][C:32]([CH3:35])([CH3:34])[C:31]([CH3:37])([CH3:36])[O:30]2)[O:33][C:32]([CH3:35])([CH3:34])[C:31]([CH3:37])([CH3:36])[O:30]1.C([O-])(=O)C.[K+]. (3) The reactants are: [C:1]12([C:11]3[CH:12]=[C:13]([C:19]4[CH:20]=[C:21]([CH:24]=[CH:25][CH:26]=4)[CH:22]=O)[CH:14]=[C:15]([F:18])[C:16]=3[OH:17])[CH2:10][CH:5]3[CH2:6][CH:7]([CH2:9][CH:3]([CH2:4]3)[CH2:2]1)[CH2:8]2.[S:27]1[CH2:33][C:31](=[O:32])[NH:30][C:28]1=[S:29]. Given the product [C:1]12([C:11]3[CH:12]=[C:13]([C:19]4[CH:20]=[C:21]([CH:24]=[CH:25][CH:26]=4)[CH:22]=[C:33]4[S:27][C:28](=[S:29])[NH:30][C:31]4=[O:32])[CH:14]=[C:15]([F:18])[C:16]=3[OH:17])[CH2:10][CH:5]3[CH2:4][CH:3]([CH2:9][CH:7]([CH2:6]3)[CH2:8]1)[CH2:2]2, predict the reactants needed to synthesize it. (4) Given the product [C:31]([C:27]1[CH:26]=[C:25]([N:20]2[CH2:21][CH2:22][CH2:23][C@H:18]([NH:17][C@@H:12]3[CH2:13][CH2:14][CH2:15][CH2:16][C@H:11]3[NH:10][C:8]([NH:7][C:1]3[CH:2]=[CH:3][CH:4]=[CH:5][CH:6]=3)=[O:9])[CH2:19]2)[CH:30]=[CH:29][N:28]=1)#[N:32], predict the reactants needed to synthesize it. The reactants are: [C:1]1([NH:7][C:8]([NH:10][C@@H:11]2[CH2:16][CH2:15][CH2:14][CH2:13][C@H:12]2[NH:17][CH:18]2[CH2:23][CH2:22][CH2:21][NH:20][CH2:19]2)=[O:9])[CH:6]=[CH:5][CH:4]=[CH:3][CH:2]=1.Cl[C:25]1[CH:30]=[CH:29][N:28]=[C:27]([C:31]#[N:32])[CH:26]=1. (5) Given the product [CH3:1][O:2][C:3]1[C:16]2[C:7](=[C:8]([O:17][CH2:19][CH2:20][CH2:21][CH2:22][CH2:23][CH2:24][CH2:25][CH3:26])[C:9]3[C:14]([N:15]=2)=[CH:13][CH:12]=[CH:11][CH:10]=3)[CH:6]=[CH:5][CH:4]=1, predict the reactants needed to synthesize it. The reactants are: [CH3:1][O:2][C:3]1[C:16]2[C:7](=[C:8]([OH:17])[C:9]3[C:14]([N:15]=2)=[CH:13][CH:12]=[CH:11][CH:10]=3)[CH:6]=[CH:5][CH:4]=1.Br[CH2:19][CH2:20][CH2:21][CH2:22][CH2:23][CH2:24][CH2:25][CH3:26].C(=O)([O-])[O-].[K+].[K+]. (6) Given the product [C:1]([N:4]1[CH2:9][CH2:8][CH:7]([CH2:10][C:11]([NH:28][C:25]2[CH:24]=[CH:23][C:22]([C:17]3[CH:18]=[C:19]([Cl:21])[CH:20]=[C:15]([Cl:14])[CH:16]=3)=[CH:27][N:26]=2)=[O:12])[CH2:6][CH2:5]1)(=[O:3])[CH3:2], predict the reactants needed to synthesize it. The reactants are: [C:1]([N:4]1[CH2:9][CH2:8][CH:7]([CH2:10][C:11](Cl)=[O:12])[CH2:6][CH2:5]1)(=[O:3])[CH3:2].[Cl:14][C:15]1[CH:16]=[C:17]([C:22]2[CH:23]=[CH:24][C:25]([NH2:28])=[N:26][CH:27]=2)[CH:18]=[C:19]([Cl:21])[CH:20]=1. (7) Given the product [Cl:1][C:2]1[CH:8]=[CH:7][C:5]([NH2:6])=[C:4]([O:15][CH3:14])[CH:3]=1, predict the reactants needed to synthesize it. The reactants are: [Cl:1][C:2]1[CH:8]=[CH:7][C:5]([NH2:6])=[C:4]([N+]([O-])=O)[CH:3]=1.CN(C)[CH:14]=[O:15].